From a dataset of Full USPTO retrosynthesis dataset with 1.9M reactions from patents (1976-2016). Predict the reactants needed to synthesize the given product. (1) The reactants are: [Cl:1][C:2]1[C:6]([CH3:7])=[C:5]([C:8]2[C:9]([CH3:18])=[CH:10][C:11]([CH3:17])=[C:12]([CH:16]=2)[C:13]([OH:15])=O)[NH:4][N:3]=1.CC1NC(C2C=C(C=CC=2C)C(O)=O)=C(C)N=1.Cl.[F:37][C:38]1([C:42]2[CH:49]=[CH:48][C:45]([C:46]#[N:47])=[CH:44][CH:43]=2)[CH2:41][NH:40][CH2:39]1.Cl.N1CC(C2C=CC(C#N)=CC=2)C1. Given the product [Cl:1][C:2]1[C:6]([CH3:7])=[C:5]([C:8]2[C:9]([CH3:18])=[CH:10][C:11]([CH3:17])=[C:12]([CH:16]=2)[C:13]([N:40]2[CH2:39][C:38]([C:42]3[CH:43]=[CH:44][C:45]([C:46]#[N:47])=[CH:48][CH:49]=3)([F:37])[CH2:41]2)=[O:15])[NH:4][N:3]=1, predict the reactants needed to synthesize it. (2) Given the product [C:21]([O:1][CH2:2][CH2:3][CH2:4][CH2:5][CH2:6][CH2:7][CH2:8][CH2:9][CH2:10][CH2:11][CH2:12][P:13]([O:14][CH2:15][CH3:16])([O:17][CH2:18][CH3:19])=[O:20])(=[O:22])[CH:23]=[CH2:24], predict the reactants needed to synthesize it. The reactants are: [OH:1][CH2:2][CH2:3][CH2:4][CH2:5][CH2:6][CH2:7][CH2:8][CH2:9][CH2:10][CH2:11][CH2:12][P:13](=[O:20])([O:17][CH2:18][CH3:19])[O:14][CH2:15][CH3:16].[C:21]1([CH:24]=[CH:23][C:21]([OH:22])=[CH:24][CH:23]=1)[OH:22].C(Cl)(=O)C=C.C(OCC)(=O)C. (3) Given the product [CH:1]1([N:7]2[CH2:13][C:12]([F:15])([F:14])[C:11](=[O:16])[N:10]([CH3:17])[C:9]3[CH:18]=[N:19][C:20]([NH:22][C:23]4[CH:31]=[CH:30][C:26]([C:27]([NH:62][CH2:61][CH2:60][N:59]([CH3:63])[CH3:58])=[O:29])=[CH:25][C:24]=4[O:32][CH3:33])=[N:21][C:8]2=3)[CH2:2][CH2:3][CH2:4][CH2:5][CH2:6]1, predict the reactants needed to synthesize it. The reactants are: [CH:1]1([N:7]2[CH2:13][C:12]([F:15])([F:14])[C:11](=[O:16])[N:10]([CH3:17])[C:9]3[CH:18]=[N:19][C:20]([NH:22][C:23]4[CH:31]=[CH:30][C:26]([C:27]([OH:29])=O)=[CH:25][C:24]=4[O:32][CH3:33])=[N:21][C:8]2=3)[CH2:6][CH2:5][CH2:4][CH2:3][CH2:2]1.CN(C(ON1N=NC2C=CC=NC1=2)=[N+](C)C)C.F[P-](F)(F)(F)(F)F.[CH3:58][N:59]([CH3:63])[CH2:60][CH2:61][NH2:62]. (4) Given the product [C:1]([O:5][C:6]([NH:8][C@H:9]([CH2:21][C:22]1[CH:27]=[C:26]([F:28])[C:25]([F:29])=[CH:24][C:23]=1[F:30])[CH2:10][C:11]([OH:13])=[O:12])=[O:7])([CH3:4])([CH3:2])[CH3:3], predict the reactants needed to synthesize it. The reactants are: [C:1]([O:5][C:6]([NH:8][C@H:9]([CH2:21][C:22]1[CH:27]=[C:26]([F:28])[C:25]([F:29])=[CH:24][C:23]=1[F:30])[CH2:10][C:11]([O:13]CC1C=CC=CC=1)=[O:12])=[O:7])([CH3:4])([CH3:3])[CH3:2].